From a dataset of Catalyst prediction with 721,799 reactions and 888 catalyst types from USPTO. Predict which catalyst facilitates the given reaction. (1) Reactant: [CH2:1]([C:3]1[CH:8]=[C:7]([N+:9]([O-])=O)[C:6]([OH:12])=[C:5]([CH3:13])[CH:4]=1)[CH3:2]. Product: [NH2:9][C:7]1[CH:8]=[C:3]([CH2:1][CH3:2])[CH:4]=[C:5]([CH3:13])[C:6]=1[OH:12]. The catalyst class is: 129. (2) Reactant: I([O-])(=O)(=O)=[O:2].[Na+].[C:7]([NH:10][CH2:11][C@@H:12]1[O:16][C:15](=[O:17])[N:14]([C:18]2[CH:23]=[CH:22][C:21]([S:24][CH2:25][CH2:26][OH:27])=[C:20]([F:28])[CH:19]=2)[CH2:13]1)(=[O:9])[CH3:8]. Product: [C:7]([NH:10][CH2:11][C@@H:12]1[O:16][C:15](=[O:17])[N:14]([C:18]2[CH:23]=[CH:22][C:21]([S:24]([CH2:25][CH2:26][OH:27])=[O:2])=[C:20]([F:28])[CH:19]=2)[CH2:13]1)(=[O:9])[CH3:8]. The catalyst class is: 72. (3) Reactant: CN(C(ON1N=NC2C=CC=NC1=2)=[N+](C)C)C.F[P-](F)(F)(F)(F)F.[CH3:25][N:26]1[C:30]([C:31]2[CH:36]=[CH:35][CH:34]=[CH:33][CH:32]=2)=[C:29]([C:37]([OH:39])=O)[C:28](=[O:40])[N:27]1[CH3:41].[F:42][C:43]1[CH:44]=[C:45]([NH2:62])[CH:46]=[CH:47][C:48]=1[O:49][C:50]1[C:59]2[C:54](=[CH:55][C:56]([O:60][CH3:61])=[CH:57][CH:58]=2)[N:53]=[CH:52][CH:51]=1.C(N(CC)CC)C. Product: [F:42][C:43]1[CH:44]=[C:45]([NH:62][C:37]([C:29]2[C:28](=[O:40])[N:27]([CH3:41])[N:26]([CH3:25])[C:30]=2[C:31]2[CH:32]=[CH:33][CH:34]=[CH:35][CH:36]=2)=[O:39])[CH:46]=[CH:47][C:48]=1[O:49][C:50]1[C:59]2[C:54](=[CH:55][C:56]([O:60][CH3:61])=[CH:57][CH:58]=2)[N:53]=[CH:52][CH:51]=1. The catalyst class is: 31. (4) Reactant: [NH2:1][C:2]1[CH:7]=[C:6]([CH3:8])[CH:5]=[C:4]([CH3:9])[C:3]=1[OH:10].[C:11](N1C=CN=C1)(N1C=CN=C1)=[O:12]. Product: [CH3:8][C:6]1[CH:5]=[C:4]([CH3:9])[C:3]2[O:10][C:11](=[O:12])[NH:1][C:2]=2[CH:7]=1. The catalyst class is: 1. (5) Reactant: [H-].[Na+].[CH3:3][O:4][C:5]([C:7]1[C:8]([C:13]2[CH:18]=[CH:17][C:16]([C:19]3[O:23][C:22]([NH:24][C:25]4[CH:30]=[CH:29][C:28]([Cl:31])=[C:27]([Cl:32])[CH:26]=4)=[N:21][CH:20]=3)=[CH:15][CH:14]=2)=[CH:9][CH:10]=[CH:11][CH:12]=1)=[O:6].[CH2:33]([O:35][P:36]([C:41]([C:44]1[CH:49]=[CH:48][C:47]([CH2:50]Br)=[CH:46][C:45]=1[Br:52])([F:43])[F:42])(=[O:40])[O:37][CH2:38][CH3:39])[CH3:34]. Product: [CH3:3][O:4][C:5]([C:7]1[C:8]([C:13]2[CH:14]=[CH:15][C:16]([C:19]3[O:23][C:22]([N:24]([CH2:50][C:47]4[CH:48]=[CH:49][C:44]([C:41]([P:36]([O:35][CH2:33][CH3:34])([O:37][CH2:38][CH3:39])=[O:40])([F:42])[F:43])=[C:45]([Br:52])[CH:46]=4)[C:25]4[CH:30]=[CH:29][C:28]([Cl:31])=[C:27]([Cl:32])[CH:26]=4)=[N:21][CH:20]=3)=[CH:17][CH:18]=2)=[CH:9][CH:10]=[CH:11][CH:12]=1)=[O:6]. The catalyst class is: 3. (6) Reactant: [NH2:1][C:2]1[N:3]=[C:4]([O:25][CH3:26])[N:5]([C:16]2[CH:24]=[CH:23][C:19]3[O:20][CH2:21][O:22][C:18]=3[CH:17]=2)[C:6]=1[C:7]([O:9][C:10]([CH3:15])([CH3:14])[CH2:11][O:12][CH3:13])=[O:8].C(N(CC)CC)C.[O:34]1[C:39]2[CH:40]=[CH:41][CH:42]=[CH:43][C:38]=2[O:37][CH2:36][CH:35]1[C:44](Cl)=[O:45].C(=O)(O)[O-].[Na+]. Product: [O:20]1[C:19]2[CH:23]=[CH:24][C:16]([N:5]3[C:6]([C:7]([O:9][C:10]([CH3:15])([CH3:14])[CH2:11][O:12][CH3:13])=[O:8])=[C:2]([NH:1][C:44]([CH:35]4[O:34][C:39]5[CH:40]=[CH:41][CH:42]=[CH:43][C:38]=5[O:37][CH2:36]4)=[O:45])[N:3]=[C:4]3[O:25][CH3:26])=[CH:17][C:18]=2[O:22][CH2:21]1. The catalyst class is: 2. (7) Reactant: [Li+].[OH-].[CH3:3][C:4]1[O:8][N:7]=[C:6]([C:9]([NH:11][C@H:12]2[C:20]3[C:15](=[CH:16][CH:17]=[C:18]([C:21]([O:23]C)=[O:22])[CH:19]=3)[CH2:14][CH2:13]2)=[O:10])[CH:5]=1. Product: [CH3:3][C:4]1[O:8][N:7]=[C:6]([C:9]([NH:11][C@H:12]2[C:20]3[C:15](=[CH:16][CH:17]=[C:18]([C:21]([OH:23])=[O:22])[CH:19]=3)[CH2:14][CH2:13]2)=[O:10])[CH:5]=1. The catalyst class is: 799. (8) Reactant: [Br:1][C:2]1[CH:7]=[CH:6][N:5]=[C:4]([Cl:8])[CH:3]=1.[Li+].CC([N-]C(C)C)C.Cl[C:18]([O:20][CH2:21][CH3:22])=[O:19]. Product: [CH2:21]([O:20][C:18](=[O:19])[C:3]1[C:2]([Br:1])=[CH:7][CH:6]=[N:5][C:4]=1[Cl:8])[CH3:22]. The catalyst class is: 1. (9) Reactant: [F:1][C:2]1[CH:10]=[CH:9][C:8]([F:11])=[CH:7][C:3]=1[C:4](Cl)=[O:5].[CH2:12]([NH:15][CH2:16][C:17]1[N:21]([CH2:22][CH2:23][CH3:24])[C:20]2[CH:25]=[CH:26][C:27]([CH2:29][O:30][Si:31]([CH3:37])([CH3:36])[C:32]([CH3:35])([CH3:34])[CH3:33])=[CH:28][C:19]=2[N:18]=1)[CH2:13][CH3:14]. Product: [F:1][C:2]1[CH:10]=[CH:9][C:8]([F:11])=[CH:7][C:3]=1[C:4]([N:15]([CH2:12][CH2:13][CH3:14])[CH2:16][C:17]1[N:21]([CH2:22][CH2:23][CH3:24])[C:20]2[CH:25]=[CH:26][C:27]([CH2:29][O:30][Si:31]([CH3:36])([CH3:37])[C:32]([CH3:34])([CH3:33])[CH3:35])=[CH:28][C:19]=2[N:18]=1)=[O:5]. The catalyst class is: 4. (10) Reactant: O=[C:2]1[CH2:7][CH2:6][N:5]([C:8]([O:10][CH2:11][C:12]2[CH:17]=[CH:16][CH:15]=[CH:14][CH:13]=2)=[O:9])[CH2:4][CH2:3]1.[NH2:18][CH:19]=[C:20]([C:26]#[N:27])[C:21]([O:23][CH2:24][CH3:25])=[O:22].CC1C=CC(S(O)(=O)=O)=CC=1. Product: [C:19](/[C:20](/[C:21]([O:23][CH2:24][CH3:25])=[O:22])=[CH:26]\[NH:27][C:2]1[CH2:7][CH2:6][N:5]([C:8]([O:10][CH2:11][C:12]2[CH:17]=[CH:16][CH:15]=[CH:14][CH:13]=2)=[O:9])[CH2:4][CH:3]=1)#[N:18]. The catalyst class is: 11.